This data is from NCI-60 drug combinations with 297,098 pairs across 59 cell lines. The task is: Regression. Given two drug SMILES strings and cell line genomic features, predict the synergy score measuring deviation from expected non-interaction effect. (1) Drug 1: CC1=C(C(CCC1)(C)C)C=CC(=CC=CC(=CC(=O)O)C)C. Drug 2: CC(C)NC(=O)C1=CC=C(C=C1)CNNC.Cl. Cell line: SF-295. Synergy scores: CSS=-4.39, Synergy_ZIP=5.78, Synergy_Bliss=-4.61, Synergy_Loewe=-4.59, Synergy_HSA=-7.09. (2) Drug 1: CS(=O)(=O)C1=CC(=C(C=C1)C(=O)NC2=CC(=C(C=C2)Cl)C3=CC=CC=N3)Cl. Drug 2: CC1=C(C=C(C=C1)NC2=NC=CC(=N2)N(C)C3=CC4=NN(C(=C4C=C3)C)C)S(=O)(=O)N.Cl. Cell line: HT29. Synergy scores: CSS=22.0, Synergy_ZIP=8.49, Synergy_Bliss=11.6, Synergy_Loewe=6.15, Synergy_HSA=7.02. (3) Drug 1: CC1=C2C(C(=O)C3(C(CC4C(C3C(C(C2(C)C)(CC1OC(=O)C(C(C5=CC=CC=C5)NC(=O)OC(C)(C)C)O)O)OC(=O)C6=CC=CC=C6)(CO4)OC(=O)C)OC)C)OC. Drug 2: C1=NC2=C(N=C(N=C2N1C3C(C(C(O3)CO)O)F)Cl)N. Cell line: NCI-H460. Synergy scores: CSS=77.6, Synergy_ZIP=20.2, Synergy_Bliss=20.4, Synergy_Loewe=18.3, Synergy_HSA=23.0. (4) Drug 1: C1=CN(C(=O)N=C1N)C2C(C(C(O2)CO)O)O.Cl. Drug 2: C1CNP(=O)(OC1)N(CCCl)CCCl. Cell line: UACC62. Synergy scores: CSS=24.8, Synergy_ZIP=-5.76, Synergy_Bliss=2.10, Synergy_Loewe=-66.5, Synergy_HSA=0.888. (5) Drug 1: CC1C(C(CC(O1)OC2CC(CC3=C2C(=C4C(=C3O)C(=O)C5=C(C4=O)C(=CC=C5)OC)O)(C(=O)C)O)N)O.Cl. Drug 2: CC1CCC2CC(C(=CC=CC=CC(CC(C(=O)C(C(C(=CC(C(=O)CC(OC(=O)C3CCCCN3C(=O)C(=O)C1(O2)O)C(C)CC4CCC(C(C4)OC)OCCO)C)C)O)OC)C)C)C)OC. Cell line: PC-3. Synergy scores: CSS=42.1, Synergy_ZIP=-9.49, Synergy_Bliss=-1.30, Synergy_Loewe=0.963, Synergy_HSA=3.07. (6) Drug 1: C#CCC(CC1=CN=C2C(=N1)C(=NC(=N2)N)N)C3=CC=C(C=C3)C(=O)NC(CCC(=O)O)C(=O)O. Drug 2: CC12CCC3C(C1CCC2OP(=O)(O)O)CCC4=C3C=CC(=C4)OC(=O)N(CCCl)CCCl.[Na+]. Cell line: HOP-92. Synergy scores: CSS=6.80, Synergy_ZIP=-1.04, Synergy_Bliss=0.398, Synergy_Loewe=0.233, Synergy_HSA=0.252. (7) Drug 1: CC(C1=C(C=CC(=C1Cl)F)Cl)OC2=C(N=CC(=C2)C3=CN(N=C3)C4CCNCC4)N. Drug 2: CC1C(C(=O)NC(C(=O)N2CCCC2C(=O)N(CC(=O)N(C(C(=O)O1)C(C)C)C)C)C(C)C)NC(=O)C3=C4C(=C(C=C3)C)OC5=C(C(=O)C(=C(C5=N4)C(=O)NC6C(OC(=O)C(N(C(=O)CN(C(=O)C7CCCN7C(=O)C(NC6=O)C(C)C)C)C)C(C)C)C)N)C. Cell line: MOLT-4. Synergy scores: CSS=62.4, Synergy_ZIP=32.0, Synergy_Bliss=34.0, Synergy_Loewe=31.1, Synergy_HSA=32.9. (8) Drug 1: CS(=O)(=O)OCCCCOS(=O)(=O)C. Drug 2: C1=NNC2=C1C(=O)NC=N2. Cell line: HS 578T. Synergy scores: CSS=10.7, Synergy_ZIP=-3.03, Synergy_Bliss=-0.303, Synergy_Loewe=0.564, Synergy_HSA=1.24. (9) Drug 1: CC(C1=C(C=CC(=C1Cl)F)Cl)OC2=C(N=CC(=C2)C3=CN(N=C3)C4CCNCC4)N. Drug 2: CC1CCCC2(C(O2)CC(NC(=O)CC(C(C(=O)C(C1O)C)(C)C)O)C(=CC3=CSC(=N3)C)C)C. Cell line: RXF 393. Synergy scores: CSS=0.973, Synergy_ZIP=-1.87, Synergy_Bliss=-0.339, Synergy_Loewe=-2.10, Synergy_HSA=0.0621.